This data is from NCI-60 drug combinations with 297,098 pairs across 59 cell lines. The task is: Regression. Given two drug SMILES strings and cell line genomic features, predict the synergy score measuring deviation from expected non-interaction effect. (1) Cell line: HS 578T. Drug 2: C1=NC2=C(N=C(N=C2N1C3C(C(C(O3)CO)O)F)Cl)N. Drug 1: C(=O)(N)NO. Synergy scores: CSS=3.85, Synergy_ZIP=-2.66, Synergy_Bliss=-2.89, Synergy_Loewe=-13.9, Synergy_HSA=-2.96. (2) Drug 1: CC1=C(C=C(C=C1)NC2=NC=CC(=N2)N(C)C3=CC4=NN(C(=C4C=C3)C)C)S(=O)(=O)N.Cl. Drug 2: C1CN(P(=O)(OC1)NCCCl)CCCl. Cell line: MOLT-4. Synergy scores: CSS=7.17, Synergy_ZIP=-0.180, Synergy_Bliss=1.74, Synergy_Loewe=1.19, Synergy_HSA=2.45. (3) Drug 1: CC1=CC=C(C=C1)C2=CC(=NN2C3=CC=C(C=C3)S(=O)(=O)N)C(F)(F)F. Drug 2: CS(=O)(=O)OCCCCOS(=O)(=O)C. Cell line: SR. Synergy scores: CSS=31.9, Synergy_ZIP=2.88, Synergy_Bliss=2.94, Synergy_Loewe=1.59, Synergy_HSA=0.672. (4) Drug 1: C1C(C(OC1N2C=NC3=C(N=C(N=C32)Cl)N)CO)O. Drug 2: CCC1(CC2CC(C3=C(CCN(C2)C1)C4=CC=CC=C4N3)(C5=C(C=C6C(=C5)C78CCN9C7C(C=CC9)(C(C(C8N6C)(C(=O)OC)O)OC(=O)C)CC)OC)C(=O)OC)O.OS(=O)(=O)O. Cell line: SW-620. Synergy scores: CSS=34.7, Synergy_ZIP=-5.72, Synergy_Bliss=0.0695, Synergy_Loewe=-1.92, Synergy_HSA=-1.34. (5) Drug 1: CC12CCC3C(C1CCC2O)C(CC4=C3C=CC(=C4)O)CCCCCCCCCS(=O)CCCC(C(F)(F)F)(F)F. Drug 2: C1=NC2=C(N=C(N=C2N1C3C(C(C(O3)CO)O)F)Cl)N. Cell line: HS 578T. Synergy scores: CSS=1.58, Synergy_ZIP=-2.04, Synergy_Bliss=-4.75, Synergy_Loewe=-13.1, Synergy_HSA=-5.68. (6) Drug 1: CC1=CC=C(C=C1)C2=CC(=NN2C3=CC=C(C=C3)S(=O)(=O)N)C(F)(F)F. Drug 2: CC(C)(C#N)C1=CC(=CC(=C1)CN2C=NC=N2)C(C)(C)C#N. Cell line: M14. Synergy scores: CSS=-1.07, Synergy_ZIP=0.505, Synergy_Bliss=-2.25, Synergy_Loewe=-4.37, Synergy_HSA=-4.68. (7) Drug 1: C1=CC(=CC=C1CCC2=CNC3=C2C(=O)NC(=N3)N)C(=O)NC(CCC(=O)O)C(=O)O. Drug 2: COC1=CC(=CC(=C1O)OC)C2C3C(COC3=O)C(C4=CC5=C(C=C24)OCO5)OC6C(C(C7C(O6)COC(O7)C8=CC=CS8)O)O. Cell line: KM12. Synergy scores: CSS=39.2, Synergy_ZIP=6.09, Synergy_Bliss=8.61, Synergy_Loewe=9.04, Synergy_HSA=12.9.